Binary Classification. Given a drug SMILES string, predict its activity (active/inactive) in a high-throughput screening assay against a specified biological target. From a dataset of HIV replication inhibition screening data with 41,000+ compounds from the AIDS Antiviral Screen. (1) The drug is CCOc1c(Cc2ccccc2)c(=O)nc2c(-c3ccccc3)cncn12. The result is 0 (inactive). (2) The molecule is COc1ccc(Nc2nc3c(s2)c(C)c(O)c2ccccc23)cc1. The result is 1 (active). (3) The molecule is Cc1ccc(C2CC(=O)CC(c3ccc(C)cc3)C23C(=O)NC(=O)NC3=O)cc1. The result is 0 (inactive). (4) The molecule is Oc1cc2c(Cl)cccc2nn1. The result is 0 (inactive).